From a dataset of Full USPTO retrosynthesis dataset with 1.9M reactions from patents (1976-2016). Predict the reactants needed to synthesize the given product. (1) Given the product [F:2][C:3]1[CH:8]=[CH:7][C:6]([F:9])=[CH:5][C:4]=1[N:10]1[C:18]([OH:26])=[CH:19][C:20]([C:21]([O:23][CH2:24][CH3:25])=[O:22])=[N:11]1, predict the reactants needed to synthesize it. The reactants are: Cl.[F:2][C:3]1[CH:8]=[CH:7][C:6]([F:9])=[CH:5][C:4]=1[NH:10][NH2:11].C(=O)([O-])[O-].[K+].[K+].[C:18](OCC)(=[O:26])[C:19]#[C:20][C:21]([O:23][CH2:24][CH3:25])=[O:22].Cl. (2) Given the product [Cl:1][C:2]1[C:7]([F:8])=[CH:6][CH:5]=[C:4]([Cl:9])[C:3]=1[C@@H:10]([O:12][C:13]1[C:14]([NH2:25])=[N:15][CH:16]=[C:17]([C:19]#[CH:20])[CH:18]=1)[CH3:11], predict the reactants needed to synthesize it. The reactants are: [Cl:1][C:2]1[C:7]([F:8])=[CH:6][CH:5]=[C:4]([Cl:9])[C:3]=1[C@@H:10]([O:12][C:13]1[C:14]([NH2:25])=[N:15][CH:16]=[C:17]([C:19]#[C:20][Si](C)(C)C)[CH:18]=1)[CH3:11].C(=O)([O-])[O-].[K+].[K+]. (3) The reactants are: [NH:1]1[C:9]2[C:4](=[CH:5][C:6]([C:10]#[N:11])=[CH:7][CH:8]=2)[CH:3]=[CH:2]1.[H-].[Na+].[CH2:14](I)[CH3:15]. Given the product [CH2:14]([N:1]1[C:9]2[C:4](=[CH:5][C:6]([C:10]#[N:11])=[CH:7][CH:8]=2)[CH:3]=[CH:2]1)[CH3:15], predict the reactants needed to synthesize it.